From a dataset of Forward reaction prediction with 1.9M reactions from USPTO patents (1976-2016). Predict the product of the given reaction. (1) Given the reactants [CH3:1][C:2]1[O:3][CH:4]=[C:5]([C:7]2[CH:16]=[CH:15][CH:14]=[C:13]3[C:8]=2[CH2:9][CH2:10][N:11]2[C:21](=[O:22])[CH2:20][NH:19][C:18](=O)[CH:17]=[C:12]23)[N:6]=1.O=P(Cl)(Cl)Cl.[CH:29]1([C:32]2[N:33]=[CH:34][NH:35][CH:36]=2)[CH2:31][CH2:30]1.N1C=CC=CC=1, predict the reaction product. The product is: [CH:29]1([C:32]2[N:33]=[CH:34][N:35]([C:18]3[CH:17]=[C:12]4[C:13]5[C:8]([CH2:9][CH2:10][N:11]4[C:21](=[O:22])[CH2:20][N:19]=3)=[C:7]([C:5]3[N:6]=[C:2]([CH3:1])[O:3][CH:4]=3)[CH:16]=[CH:15][CH:14]=5)[CH:36]=2)[CH2:31][CH2:30]1. (2) Given the reactants [Br:1][C:2]1[CH:3]=[C:4]([N:8]2[C:12]3=[N:13][CH:14]=[CH:15][CH:16]=[C:11]3N=N2)[CH:5]=[CH:6][CH:7]=1.[OH-].[Na+], predict the reaction product. The product is: [Br:1][C:2]1[CH:7]=[CH:6][CH:5]=[C:4]2[C:3]=1[C:11]1[CH:16]=[CH:15][CH:14]=[N:13][C:12]=1[NH:8]2. (3) Given the reactants C([NH:8][C:9]1[CH:14]=[CH:13][C:12]([C:15]2[CH:16]([CH3:22])[CH2:17][C:18](=[O:21])[NH:19][N:20]=2)=[CH:11][C:10]=1[OH:23])C1C=CC=CC=1.[H][H], predict the reaction product. The product is: [NH2:8][C:9]1[CH:14]=[CH:13][C:12]([C:15]2[CH:16]([CH3:22])[CH2:17][C:18](=[O:21])[NH:19][N:20]=2)=[CH:11][C:10]=1[OH:23]. (4) Given the reactants C(OC(Cl)=O)(C)C.C(N(CC)CC)C.[CH2:15]([O:22][C:23]([NH:25][CH2:26][CH2:27][CH2:28][CH2:29][C@H:30]([NH:34][C:35]([O:37][C:38]([CH3:41])([CH3:40])[CH3:39])=[O:36])[C:31](O)=[O:32])=[O:24])[C:16]1[CH:21]=[CH:20][CH:19]=[CH:18][CH:17]=1.[BH4-].[Na+], predict the reaction product. The product is: [C:38]([O:37][C:35]([NH:34][C@H:30]([CH2:31][OH:32])[CH2:29][CH2:28][CH2:27][CH2:26][NH:25][C:23](=[O:24])[O:22][CH2:15][C:16]1[CH:17]=[CH:18][CH:19]=[CH:20][CH:21]=1)=[O:36])([CH3:41])([CH3:40])[CH3:39]. (5) Given the reactants [NH2:1][CH2:2][C@H:3]([OH:5])[CH3:4].C1COCC1.[CH3:11][C:12]([O:15][C:16](O[C:16]([O:15][C:12]([CH3:14])([CH3:13])[CH3:11])=[O:17])=[O:17])([CH3:14])[CH3:13], predict the reaction product. The product is: [OH:5][C@H:3]([CH3:4])[CH2:2][NH:1][C:16](=[O:17])[O:15][C:12]([CH3:14])([CH3:13])[CH3:11]. (6) Given the reactants Cl.FC1C=C(C=CC=1)CN1C=C(C2C3C(=NC=C(C4C=CC(C5CCNCC5)=CC=4)C=3)N(S(C3C=CC(C)=CC=3)(=O)=O)C=2)C=N1.[F:46][C:47]1[CH:48]=[C:49]([CH:91]=[CH:92][CH:93]=1)[CH2:50][N:51]1[CH:55]=[C:54]([C:56]2[C:64]3[C:59](=[N:60][CH:61]=[C:62]([C:65]4[CH:66]=[CH:67][C:68]([N:71]5[CH2:76][CH2:75][N:74]([C:77](=[O:80])[CH2:78][OH:79])[CH2:73][CH2:72]5)=[N:69][CH:70]=4)[CH:63]=3)[N:58](S(C3C=CC(C)=CC=3)(=O)=O)[CH:57]=2)[CH:53]=[N:52]1.[OH-].[Li+], predict the reaction product. The product is: [F:46][C:47]1[CH:48]=[C:49]([CH:91]=[CH:92][CH:93]=1)[CH2:50][N:51]1[CH:55]=[C:54]([C:56]2[C:64]3[C:59](=[N:60][CH:61]=[C:62]([C:65]4[CH:66]=[CH:67][C:68]([N:71]5[CH2:72][CH2:73][N:74]([C:77](=[O:80])[CH2:78][OH:79])[CH2:75][CH2:76]5)=[N:69][CH:70]=4)[CH:63]=3)[NH:58][CH:57]=2)[CH:53]=[N:52]1.